This data is from Drug-target binding data from BindingDB using IC50 measurements. The task is: Regression. Given a target protein amino acid sequence and a drug SMILES string, predict the binding affinity score between them. We predict pIC50 (pIC50 = -log10(IC50 in M); higher means more potent). Dataset: bindingdb_ic50. (1) The drug is CC(OP(=O)(O)OP(=O)(O)OP(=O)(O)O)[C@H]1O[C@@H](n2ccc3c(N)ncnc32)[C@](C)(F)[C@@H]1O. The target protein sequence is SMSYTWTGALITPCAAEESKLPINALSNSLLRHHNMVYATTSRSAGLRQKKVTFDRLQVLDDHYRDVLKEMKAKASTVKAKLLSVEEACKLTPPHSAKSKFGYGAKDVRNLSSKAVNHIHSVWKDLLEDTVTPIDTTIMAKNEVFCVQPEKGGRKPARLIVFPDLGVRVCEKMALYDVVSTLPQVVMGSSYGFQYSPGQRVEFLVNTWKSKKNPMGFSYDTRCFDSTVTENDIRVEESIYQCCDLAPEARQAIKSLTERLYIGGPLTNSKGQNCGYRRCRASGVLTTSCGNTLTCYLKASAACRAAKLQDCTMLVNGDDLVVICESAGTQEDAASLRVFTEAMTRYSAPPGDPPQPEYDLELITSCSSNVSVAHDASGKRVYYLTRDPTTPLARAAWETARHTPVNSWLGNIIMYAPTLWARMILMTHFFSILLAQEQLEKALDCQIYGACYSIEPLDLPQIIERLHGLSAFSLHSYSPGEINRVASCLRKLGVPPLRVW.... The pIC50 is 4.7. (2) The small molecule is NCCCC[C@@H]1NC(=O)/C=C/C(=O)NC(C(N)=O)CCCCNC(=O)[C@@H](Cc2ccc(C(=O)c3ccccc3)cc2)NC(=O)[C@H](CC2CCCCC2)NC1=O. The target protein (Q9JHR7) has sequence MRNGLVWLLHPALPGTLRSILGARPPPAKRLCGFPKQTYSTMSNPAIQRIEDQIVKSPEDKREYRGLELANGIKVLLISDPTTDKSSAALDVHIGSLSDPPNIPGLSHFCEHMLFLGTKKYPKENEYSQFLSEHAGSSNAFTSGEHTNYYFDVSHEHLEGALDRFAQFFLCPLLDASCKDREVNAVDSEHEKNVMNDAWRLFQLEKATGNPKHPFSKFGTGNKYTLETRPNQEGIDVREELLKFHSTYYSSNLMAICVLGRESLDDLTNLVVKLFSEVENKNVPLPEFPEHPFQEEHLRQLYKIVPIKDIRNLYVTFPIPDLQQYYKSNPGYYLGHLIGHEGPGSLLSELKSKGWVNTLVGGQKEGARGFMFFIINVDLTEEGLLHVEDIILHMFQYIQKLRAEGPQEWVFQECKDLNAVAFRFKDKERPRGYTSKIAGKLHYYPLNGVLTAEYLLEEFRPDLIDMVLDKLRPENVRVAIVSKSFEGKTDRTEQWYGTQY.... The pIC50 is 7.0. (3) The target protein sequence is MSSCVSSQPSSNRAAPQDELGGRGSSSSESQKPCEALRGLSSLSIHLGMESFIVVTECEPGCAVDLGLARDRPLEADGQEVPLDTSGSQARPHLSGRKLSLQERSQGGLAAGGSLDMNGRCICPSLPYSPVSSPQSSPRLPRRPTVESHHVSITGMQDCVQLNQYTLKDEIGKGSYGVVKLAYNENDNTYYAMKVLSKKKLIRQAGFPRRPPPRGTRPAPGGCIQPRGPIEQVYQEIAILKKLDHPNVVKLVEVLDDPNEDHLYMVFELVNQGEVMEVPTLKPLSEDQARFYFQDLIKGIEYLHYQKIIHRDIKPSNLLVGEDGHIKIADFGVSNEFKGSDALLSNTVGTPAFMAPESLSETRKIFSGKALDVWAMGVTLYCFVFGQCPFMDERIMCLHSKIKSQALEFPDQPDIAEDLKDLITRMLDKNPESRIVVPEIKLHPWVTRHGAEPLPSEDENCTLVEVTEEEVENSVKHIPSLATVILVKTMIRKRSFGNPF.... The drug is O=C(O)c1ccc2c3c1cccc3c(=O)n1c3ccccc3nc21. The pIC50 is 4.6. (4) The compound is COc1cc2c(ccc(=O)n2C)cc1NS(=O)(=O)c1ccc(C#N)cc1. The target protein (Q9H8M2) has sequence MGKKHKKHKAEWRSSYEDYADKPLEKPLKLVLKVGGSEVTELSGSGHDSSYYDDRSDHERERHKEKKKKKKKKSEKEKHLDDEERRKRKEEKKRKREREHCDTEGEADDFDPGKKVEVEPPPDRPVRACRTQPAENESTPIQQLLEHFLRQLQRKDPHGFFAFPVTDAIAPGYSMIIKHPMDFGTMKDKIVANEYKSVTEFKADFKLMCDNAMTYNRPDTVYYKLAKKILHAGFKMMSKQAALLGNEDTAVEEPVPEVVPVQVETAKKSKKPSREVISCMFEPEGNACSLTDSTAEEHVLALVEHAADEARDRINRFLPGGKMGYLKRNGDGSLLYSVVNTAEPDADEEETHPVDLSSLSSKLLPGFTTLGFKDERRNKVTFLSSATTALSMQNNSVFGDLKSDEMELLYSAYGDETGVQCALSLQEFVKDAGSYSKKVVDDLLDQITGGDHSRTLFQLKQRRNVPMKPPDEAKVGDTLGDSSSSVLEFMSMKSYPDVSV.... The pIC50 is 5.6. (5) The small molecule is CN1CCN(C2=C(Cl)C(=O)N(c3ccc(Cl)cc3Cl)C2=O)CC1. The target protein sequence is MAESELMHIHSLAEHYLQYVLQVPAFESAPSQACRVLQRVAFSVQKEVEKNLKSYLDDFHVESIDTARIIFNQVMEKEFEDGIINWGRIVTIFAFGGVLLKKLPQEQIALDVCAYKQVSSFVAEFIMNNTGEWIRQNGGWEDGFIKKFEPKSGWLTFLQMTGQIWEMLFLLK. The pIC50 is 5.9. (6) The compound is COc1cccc2c1C(=O)c1c(O)c3c(c(O)c1C2=O)C[C@@](O)(C(=O)CO)C[C@@H]3O[C@H]1C[C@H](N)[C@H](O)[C@H](C)O1. The target protein (P9WNW0) has sequence MSGRISDRDIAAIREGARIEDVVGDYVQLRRAGADSLKGLCPFHNEKSPSFHVRPNHGHFHCFGCGEGGDVYAFIQKIEHVSFVEAVELLADRIGHTISYTGAATSVQRDRGSRSRLLAANAAAAAFYAQALQSDEAAPARQYLTERSFDAAAARKFGCGFAPSGWDSLTKHLQRKGFEFEELEAAGLSRQGRHGPMDRFHRRLLWPIRTSAGEVVGFGARRLFDDDAMEAKYVNTPETLLYKKSSVMFGIDLAKRDIAKGHQAVVVEGYTDVMAMHLAGVTTAVASCGTAFGGEHLAMLRRLMMDDSFFRGELIYVFDGDEAGRAAALKAFDGEQKLAGQSFVAVAPDGMDPCDLRLKCGDAALRDLVARRTPLFEFAIRAAIAEMDLDSAEGRVAALRRCVPMVGQIKDPTLRDEYARQLAGWVGWADVAQVIGRVRGEAKRTKHPRLGRLGSTTIARAAQRPTAGPPTELAVRPDPRDPTLWPQREALKSALQYPAL.... The pIC50 is 5.0. (7) The small molecule is O=c1cc(OCC2COc3ncccc3O2)cc2n1CCc1cc(-c3cccnc3)ccc1-2. The target protein (Q9NQS5) has sequence MWNSSDANFSCYHESVLGYRYVAVSWGVVVAVTGTVGNVLTLLALAIQPKLRTRFNLLIANLTLADLLYCTLLQPFSVDTYLHLHWRTGATFCRVFGLLLFASNSVSILTLCLIALGRYLLIAHPKLFPQVFSAKGIVLALVSTWVVGVASFAPLWPIYILVPVVCTCSFDRIRGRPYTTILMGIYFVLGLSSVGIFYCLIHRQVKRAAQALDQYKLRQASIHSNHVARTDEAMPGRFQELDSRLASGGPSEGISSEPVSAATTQTLEGDSSEVGDQINSKRAKQMAEKSPPEASAKAQPIKGARRAPDSSSEFGKVTRMCFAVFLCFALSYIPFLLLNILDARVQAPRVVHMLAANLTWLNGCINPVLYAAMNRQFRQAYGSILKRGPRSFHRLH. The pIC50 is 8.0.